This data is from Full USPTO retrosynthesis dataset with 1.9M reactions from patents (1976-2016). The task is: Predict the reactants needed to synthesize the given product. (1) Given the product [ClH:20].[C:8]([CH:10]1[CH2:9][C:8]1([NH2:7])[C:11]([NH:12][CH2:13][C:14]([F:15])([F:16])[F:17])=[O:18])([CH3:11])([CH3:10])[CH3:9], predict the reactants needed to synthesize it. The reactants are: C(OC(=O)[NH:7][C:8]1([C:11](=[O:18])[NH:12][CH2:13][C:14]([F:17])([F:16])[F:15])[CH2:10][CH2:9]1)(C)(C)C.[ClH:20]. (2) Given the product [CH3:32][C:29]1[CH:30]=[CH:31][C:26]([S:23]([O:34][CH2:35][CH2:36][N:37]2[C:41]([CH3:42])=[C:40]([NH:43][C:44]([C:46]3[N:47]=[CH:48][O:49][C:50]=3[C:51]3[CH:52]=[C:53]([CH3:57])[CH:54]=[CH:55][CH:56]=3)=[O:45])[C:39]([CH3:58])=[N:38]2)(=[O:24])=[O:22])=[CH:27][CH:28]=1, predict the reactants needed to synthesize it. The reactants are: C1(C)C=CC=C(C2OC=NC=2C(NC2C=NN(CC[O:22][S:23]([C:26]3[CH:31]=[CH:30][C:29]([CH3:32])=[CH:28][CH:27]=3)(=O)=[O:24])C=2)=O)C=1.[OH:34][CH2:35][CH2:36][N:37]1[C:41]([CH3:42])=[C:40]([NH:43][C:44]([C:46]2[N:47]=[CH:48][O:49][C:50]=2[C:51]2[CH:52]=[C:53]([CH3:57])[CH:54]=[CH:55][CH:56]=2)=[O:45])[C:39]([CH3:58])=[N:38]1. (3) Given the product [CH3:17][O:18][C:19]1[CH:26]=[CH:25][C:22]([CH2:23][NH:24][C:13](=[O:14])[CH2:12][CH2:11][C:5]2[CH:6]=[CH:7][C:8]([O:9][CH3:10])=[C:3]([O:2][CH3:1])[CH:4]=2)=[CH:21][C:20]=1[CH3:27], predict the reactants needed to synthesize it. The reactants are: [CH3:1][O:2][C:3]1[CH:4]=[C:5]([CH2:11][CH2:12][C:13](Cl)=[O:14])[CH:6]=[CH:7][C:8]=1[O:9][CH3:10].Cl.[CH3:17][O:18][C:19]1[CH:26]=[CH:25][C:22]([CH2:23][NH2:24])=[CH:21][C:20]=1[CH3:27]. (4) Given the product [NH2:8][C@@H:12]([CH2:13]/[CH:14]=[C:15](/[C:17]1[CH:18]=[CH:19][CH:20]=[CH:21][CH:22]=1)\[CH3:16])[CH2:11][OH:10], predict the reactants needed to synthesize it. The reactants are: C(OC([N:8]1[C@@H:12]([CH2:13]/[CH:14]=[C:15](/[C:17]2[CH:22]=[CH:21][CH:20]=[CH:19][CH:18]=2)\[CH3:16])[CH2:11][O:10]C1(C)C)=O)(C)(C)C.Cl. (5) Given the product [Cl:25][C:19]1[CH:20]=[CH:21][CH:22]=[C:23]([Cl:24])[C:18]=1[C:13]1[C:12]2[O:26][C@@H:8]([CH2:3][C:1]#[N:2])[CH2:10][C:11]=2[CH:16]=[C:15]([F:17])[CH:14]=1, predict the reactants needed to synthesize it. The reactants are: [C:1]([C@H:3]([CH:8]([CH2:10][C:11]1[C:12]([O:26]C)=[C:13]([C:18]2[C:23]([Cl:24])=[CH:22][CH:21]=[CH:20][C:19]=2[Cl:25])[CH:14]=[C:15]([F:17])[CH:16]=1)C)S([O-])(=O)=O)#[N:2].B(Br)(Br)Br. (6) Given the product [C:1]([N:3]=[C:4]([N:12]([CH2:19][CH:20]=[C:21]([CH3:22])[CH3:23])[CH2:13][C:14]([O:16][CH2:17][CH3:18])=[O:15])[N:34]1[CH2:35][CH2:36][CH2:37][CH:32]([NH:31][C:29]([O:28][C:24]([CH3:27])([CH3:26])[CH3:25])=[O:30])[CH2:33]1)#[N:2], predict the reactants needed to synthesize it. The reactants are: [C:1]([N:3]=[C:4]([N:12]([CH2:19][CH:20]=[C:21]([CH3:23])[CH3:22])[CH2:13][C:14]([O:16][CH2:17][CH3:18])=[O:15])OC1C=CC=CC=1)#[N:2].[C:24]([O:28][C:29]([NH:31][CH:32]1[CH2:37][CH2:36][CH2:35][NH:34][CH2:33]1)=[O:30])([CH3:27])([CH3:26])[CH3:25].C(=O)([O-])[O-].[K+].[K+].